Dataset: Peptide-MHC class I binding affinity with 185,985 pairs from IEDB/IMGT. Task: Regression. Given a peptide amino acid sequence and an MHC pseudo amino acid sequence, predict their binding affinity value. This is MHC class I binding data. (1) The peptide sequence is HPLARTAKV. The MHC is HLA-A02:03 with pseudo-sequence HLA-A02:03. The binding affinity (normalized) is 0.0847. (2) The peptide sequence is KPGPAKFSL. The MHC is HLA-B51:01 with pseudo-sequence HLA-B51:01. The binding affinity (normalized) is 0.0847. (3) The peptide sequence is KTPVIVVPVI. The MHC is HLA-A02:01 with pseudo-sequence HLA-A02:01. The binding affinity (normalized) is 0.132. (4) The peptide sequence is KIPNLSIST. The MHC is Mamu-A01 with pseudo-sequence Mamu-A01. The binding affinity (normalized) is 0.139. (5) The peptide sequence is TFIMLEGETK. The MHC is HLA-A03:01 with pseudo-sequence HLA-A03:01. The binding affinity (normalized) is 0.662. (6) The peptide sequence is MVAKYDLLV. The MHC is HLA-B18:01 with pseudo-sequence HLA-B18:01. The binding affinity (normalized) is 0.0847. (7) The MHC is HLA-A30:01 with pseudo-sequence HLA-A30:01. The binding affinity (normalized) is 0. The peptide sequence is RIGTAATKR. (8) The peptide sequence is NYFNRMFHF. The MHC is HLA-B15:17 with pseudo-sequence HLA-B15:17. The binding affinity (normalized) is 0.0847. (9) The peptide sequence is ERYLKDQQL. The MHC is HLA-A31:01 with pseudo-sequence HLA-A31:01. The binding affinity (normalized) is 0.0150.